From a dataset of Full USPTO retrosynthesis dataset with 1.9M reactions from patents (1976-2016). Predict the reactants needed to synthesize the given product. (1) Given the product [CH2:1]([NH:4][C:5]1[C:14]2[C:9](=[CH:10][CH:11]=[C:12]([N+:15]([O-:17])=[O:16])[CH:13]=2)[N:8]=[C:7]([NH:20][CH3:19])[N:6]=1)[CH:2]=[CH2:3], predict the reactants needed to synthesize it. The reactants are: [CH2:1]([NH:4][C:5]1[C:14]2[C:9](=[CH:10][CH:11]=[C:12]([N+:15]([O-:17])=[O:16])[CH:13]=2)[N:8]=[C:7](Cl)[N:6]=1)[CH:2]=[CH2:3].[CH3:19][NH2:20]. (2) Given the product [Br:1][C:2]1[C:3]([O:18][C:19]2[CH:24]=[CH:23][C:22]([F:25])=[CH:21][C:20]=2[F:26])=[CH:4][C:5]([O:9][C:10]2[CH:15]=[CH:14][C:13]([F:16])=[CH:12][C:11]=2[F:17])=[C:6]([NH:7][S:35]([CH3:34])(=[O:37])=[O:36])[CH:8]=1, predict the reactants needed to synthesize it. The reactants are: [Br:1][C:2]1[C:3]([O:18][C:19]2[CH:24]=[CH:23][C:22]([F:25])=[CH:21][C:20]=2[F:26])=[CH:4][C:5]([O:9][C:10]2[CH:15]=[CH:14][C:13]([F:16])=[CH:12][C:11]=2[F:17])=[C:6]([CH:8]=1)[NH2:7].C(N(CC)CC)C.[CH3:34][S:35](Cl)(=[O:37])=[O:36]. (3) Given the product [NH2:10][CH2:11][C@H:12]1[CH2:16][CH2:15][N:14]([C:17]2[C:26]3[C:21](=[CH:22][C:23]([CH3:27])=[CH:24][CH:25]=3)[N:20]=[C:19]([C:28]3[CH:33]=[CH:32][CH:31]=[CH:30][C:29]=3[OH:34])[N:18]=2)[CH2:13]1, predict the reactants needed to synthesize it. The reactants are: C(OC(=O)[NH:10][CH2:11][C@H:12]1[CH2:16][CH2:15][N:14]([C:17]2[C:26]3[C:21](=[CH:22][C:23]([CH3:27])=[CH:24][CH:25]=3)[N:20]=[C:19]([C:28]3[CH:33]=[CH:32][CH:31]=[CH:30][C:29]=3[OH:34])[N:18]=2)[CH2:13]1)C1C=CC=CC=1. (4) Given the product [CH3:1][N:2]1[C:7](=[O:8])[CH:6]=[C:5]([C:9]2[CH:14]=[CH:13][N:12]=[CH:11][N:10]=2)[N:4]=[C:3]1[O:15][CH:16]1[CH2:21][CH2:20][N:19]([C:22]2[CH:23]=[CH:24][C:25]3[NH:30][C:29](=[O:39])[O:28][CH2:27][C:26]=3[CH:40]=2)[CH2:18][CH2:17]1, predict the reactants needed to synthesize it. The reactants are: [CH3:1][N:2]1[C:7](=[O:8])[CH:6]=[C:5]([C:9]2[CH:14]=[CH:13][N:12]=[CH:11][N:10]=2)[N:4]=[C:3]1[O:15][CH:16]1[CH2:21][CH2:20][N:19]([C:22]2[CH:23]=[CH:24][C:25]3[N:30](COCC[Si](C)(C)C)[C:29](=[O:39])[O:28][CH2:27][C:26]=3[CH:40]=2)[CH2:18][CH2:17]1.Cl.O.C(=O)([O-])O.[Na+]. (5) Given the product [F:1][C:2]1[CH:7]=[CH:6][C:5]([C:8]2[N:21]([CH2:23][C:24]3[CH:29]=[CH:28][N:27]=[CH:26][CH:25]=3)[N:22]=[C:10]([CH3:11])[CH:9]=2)=[CH:4][CH:3]=1, predict the reactants needed to synthesize it. The reactants are: [F:1][C:2]1[CH:7]=[CH:6][C:5]([C:8](=O)[CH2:9][C:10](=O)[CH3:11])=[CH:4][CH:3]=1.FC(F)(F)C(O)=O.[NH:21]([CH2:23][C:24]1[CH:29]=[CH:28][N:27]=[CH:26][CH:25]=1)[NH2:22].C(N(CC)CC)C.FC(F)(F)C(O)=O. (6) Given the product [OH:64][CH2:65][CH2:66][CH2:67][CH2:68][CH2:69][CH2:70][CH2:71][CH2:72][O:73][C:74]1[CH:79]=[CH:78][CH:77]=[CH:76][C:75]=1[C:26]1[C:25]2[C:24]3[C:19](=[CH:20][CH:21]=[CH:22][CH:23]=3)[NH:18][C:17]=2[CH:16]=[CH:15][CH:14]=1, predict the reactants needed to synthesize it. The reactants are: C1([Si](C2C=CC=CC=2)(C2C=CC=CC=2)C2C=CC([C:14]3[CH:15]=[CH:16][C:17]4[NH:18][C:19]5[C:24]([C:25]=4[CH:26]=3)=[CH:23][C:22](C3C=CC([Si](C4C=CC=CC=4)(C4C=CC=CC=4)C4C=CC=CC=4)=CC=3)=[CH:21][CH:20]=5)=CC=2)C=CC=CC=1.[OH:64][CH2:65][CH2:66][CH2:67][CH2:68][CH2:69][CH2:70][CH2:71][CH2:72][O:73][C:74]1[CH:79]=[CH:78][C:77](I)=[CH:76][CH:75]=1.C(=O)([O-])[O-].[K+].[K+].[N+](C1C=CC=CC=1)([O-])=O. (7) The reactants are: Cl.[CH:2]1([CH2:5][O:6][C:7]2[CH:12]=[C:11]([F:13])[C:10]([O:14][CH3:15])=[CH:9][C:8]=2[C:16]2[C:17]3[NH:25][C:24]([CH3:26])=[C:23]([C:27]([NH:29][CH:30]4[CH2:35][CH2:34][NH:33][CH2:32][CH2:31]4)=[O:28])[C:18]=3[N:19]=[C:20]([CH3:22])[N:21]=2)[CH2:4][CH2:3]1.[CH3:36][O:37][CH2:38][C:39](Cl)=[O:40]. Given the product [CH:2]1([CH2:5][O:6][C:7]2[CH:12]=[C:11]([F:13])[C:10]([O:14][CH3:15])=[CH:9][C:8]=2[C:16]2[C:17]3[NH:25][C:24]([CH3:26])=[C:23]([C:27]([NH:29][CH:30]4[CH2:31][CH2:32][N:33]([C:39](=[O:40])[CH2:38][O:37][CH3:36])[CH2:34][CH2:35]4)=[O:28])[C:18]=3[N:19]=[C:20]([CH3:22])[N:21]=2)[CH2:4][CH2:3]1, predict the reactants needed to synthesize it. (8) Given the product [NH2:1][C:2]1[N:7]=[CH:6][N:5]=[C:4]2[N:8]([CH:32]3[CH2:37][CH2:36][N:35]([CH2:38][CH3:39])[CH2:34][CH2:33]3)[N:9]=[C:10]([C:11]3[CH:16]=[CH:15][C:14]([NH:17][C:18]([C:20]4[N:21]([CH3:29])[C:22]5[C:27]([CH:28]=4)=[CH:26][CH:25]=[CH:24][CH:23]=5)=[O:19])=[C:13]([O:30][CH3:31])[CH:12]=3)[C:3]=12, predict the reactants needed to synthesize it. The reactants are: [NH2:1][C:2]1[N:7]=[CH:6][N:5]=[C:4]2[N:8]([CH:32]3[CH2:37][CH2:36][NH:35][CH2:34][CH2:33]3)[N:9]=[C:10]([C:11]3[CH:16]=[CH:15][C:14]([NH:17][C:18]([C:20]4[N:21]([CH3:29])[C:22]5[C:27]([CH:28]=4)=[CH:26][CH:25]=[CH:24][CH:23]=5)=[O:19])=[C:13]([O:30][CH3:31])[CH:12]=3)[C:3]=12.[CH:38](=O)[CH3:39].C(O[BH-](OC(=O)C)OC(=O)C)(=O)C.[Na+]. (9) Given the product [Cl:21][C:22]1[CH:27]=[CH:26][C:25]([C:28]([F:31])([F:30])[F:29])=[CH:24][C:23]=1[NH:32][C:33]([NH:1][CH2:2][C:3]1[CH:4]=[C:5]2[C:9](=[CH:10][CH:11]=1)[C:8](=[O:12])[N:7]([CH:13]1[CH2:18][CH2:17][C:16](=[O:19])[NH:15][C:14]1=[O:20])[CH2:6]2)=[O:34], predict the reactants needed to synthesize it. The reactants are: [NH2:1][CH2:2][C:3]1[CH:4]=[C:5]2[C:9](=[CH:10][CH:11]=1)[C:8](=[O:12])[N:7]([CH:13]1[CH2:18][CH2:17][C:16](=[O:19])[NH:15][C:14]1=[O:20])[CH2:6]2.[Cl:21][C:22]1[CH:27]=[CH:26][C:25]([C:28]([F:31])([F:30])[F:29])=[CH:24][C:23]=1[N:32]=[C:33]=[O:34].Cl. (10) The reactants are: [F:1][C:2]1[CH:7]=[CH:6][CH:5]=[CH:4][C:3]=1[C:8]1[C:9]([O:16][S:17]([C:20]2[CH:25]=[CH:24][C:23]([CH3:26])=[CH:22][CH:21]=2)(=[O:19])=[O:18])=[N:10][NH:11][C:12]=1[CH:13]([OH:15])[CH3:14].[Cr](O[Cr]([O-])(=O)=O)([O-])(=O)=O.[NH+]1C=CC=CC=1.[NH+]1C=CC=CC=1. Given the product [C:13]([C:12]1[NH:11][N:10]=[C:9]([O:16][S:17]([C:20]2[CH:21]=[CH:22][C:23]([CH3:26])=[CH:24][CH:25]=2)(=[O:18])=[O:19])[C:8]=1[C:3]1[CH:4]=[CH:5][CH:6]=[CH:7][C:2]=1[F:1])(=[O:15])[CH3:14], predict the reactants needed to synthesize it.